From a dataset of Full USPTO retrosynthesis dataset with 1.9M reactions from patents (1976-2016). Predict the reactants needed to synthesize the given product. (1) Given the product [S:20]([O:13][N:12]=[C:8]1[C:9]2[C:4](=[CH:3][C:2]([Br:1])=[CH:11][CH:10]=2)[CH2:5][CH2:6][CH2:7]1)([C:17]1[CH:18]=[CH:19][C:14]([CH3:24])=[CH:15][CH:16]=1)(=[O:22])=[O:21], predict the reactants needed to synthesize it. The reactants are: [Br:1][C:2]1[CH:3]=[C:4]2[C:9](=[CH:10][CH:11]=1)[C:8](=[N:12][OH:13])[CH2:7][CH2:6][CH2:5]2.[C:14]1([CH3:24])[CH:19]=[CH:18][C:17]([S:20](Cl)(=[O:22])=[O:21])=[CH:16][CH:15]=1. (2) Given the product [CH3:15][O:16][C:17]1[CH:24]=[C:23]([O:25][CH3:26])[CH:22]=[CH:21][C:18]=1[CH2:19][NH:20][C:12]([C:10]1[S:11][C:7]([C:2]2[CH:3]=[CH:4][CH:5]=[CH:6][N:1]=2)=[CH:8][CH:9]=1)=[O:14], predict the reactants needed to synthesize it. The reactants are: [N:1]1[CH:6]=[CH:5][CH:4]=[CH:3][C:2]=1[C:7]1[S:11][C:10]([C:12]([OH:14])=O)=[CH:9][CH:8]=1.[CH3:15][O:16][C:17]1[CH:24]=[C:23]([O:25][CH3:26])[CH:22]=[CH:21][C:18]=1[CH2:19][NH2:20]. (3) Given the product [C:21]1([NH:27][C:28]([C:7]2[C:16]3[C:15]4[N:17]=[CH:18][CH:19]=[CH:20][C:14]=4[CH2:13][CH2:12][CH2:11][C:10]=3[NH:9][N:8]=2)=[O:29])[CH:26]=[CH:25][CH:24]=[CH:23][CH:22]=1, predict the reactants needed to synthesize it. The reactants are: [Li]C(C)(C)C.Br[C:7]1[C:16]2[C:15]3[N:17]=[CH:18][CH:19]=[CH:20][C:14]=3[CH2:13][CH2:12][CH2:11][C:10]=2[NH:9][N:8]=1.[C:21]1([N:27]=[C:28]=[O:29])[CH:26]=[CH:25][CH:24]=[CH:23][CH:22]=1. (4) The reactants are: ClC(Cl)(Cl)[C:3]([C:5]1[N:14]2[C:8]([CH2:9][N:10]([C:19](=[O:29])[CH2:20][O:21][C:22]3[CH:27]=[CH:26][C:25]([Cl:28])=[CH:24][CH:23]=3)[C:11]3[CH:18]=[CH:17][CH:16]=[CH:15][C:12]=3[CH2:13]2)=[CH:7][CH:6]=1)=[O:4].[NH2:32][CH2:33][C:34]1[CH:35]=[N:36][CH:37]=[CH:38][CH:39]=1.CS(C)=O. Given the product [Cl:28][C:25]1[CH:26]=[CH:27][C:22]([O:21][CH2:20][C:19]([N:10]2[C:11]3[CH:18]=[CH:17][CH:16]=[CH:15][C:12]=3[CH2:13][N:14]3[C:5]([C:3]([NH:32][CH2:33][C:34]4[CH:35]=[N:36][CH:37]=[CH:38][CH:39]=4)=[O:4])=[CH:6][CH:7]=[C:8]3[CH2:9]2)=[O:29])=[CH:23][CH:24]=1, predict the reactants needed to synthesize it. (5) Given the product [Br:1][C:2]1[CH:3]=[CH:4][C:5]([CH2:8][CH2:9][CH2:10][OH:11])=[CH:6][CH:7]=1, predict the reactants needed to synthesize it. The reactants are: [Br:1][C:2]1[CH:7]=[CH:6][C:5](/[CH:8]=[CH:9]/[C:10](OC)=[O:11])=[CH:4][CH:3]=1.[H-].[Al+3].[Li+].[H-].[H-].[H-].